Dataset: Reaction yield outcomes from USPTO patents with 853,638 reactions. Task: Predict the reaction yield, written as a fraction of the theoretical maximum amount of product (1.0 means a 100% yield; for example, 0.34 means a 34% yield). (1) The yield is 0.570. The reactants are [Br:1][C:2]1[CH:11]=[C:10]2[C:5]([N:6]=[CH:7][C:8](Cl)=[N:9]2)=[CH:4][CH:3]=1.[CH3:13][N:14]1[CH:18]=[C:17](B2OC(C)(C)C(C)(C)O2)[CH:16]=[N:15]1.O. The catalyst is C(=O)([O-])[O-].[K+].[K+].O1CCOCC1. The product is [Br:1][C:2]1[CH:11]=[C:10]2[C:5]([N:6]=[CH:7][C:8]([C:17]3[CH:16]=[N:15][N:14]([CH3:13])[CH:18]=3)=[N:9]2)=[CH:4][CH:3]=1. (2) The reactants are C[O:2][C:3](=[O:33])[CH:4]([OH:32])[C:5]1[CH:10]=[CH:9][CH:8]=[CH:7][C:6]=1[C:11]1[CH:31]=[CH:30][C:14]2[NH:15][C:16]([CH2:18][O:19][C:20]3[CH:25]=[CH:24][C:23]([C:26]([F:29])([F:28])[F:27])=[CH:22][CH:21]=3)=[N:17][C:13]=2[CH:12]=1.CO.[OH-].[Li+].Cl. The catalyst is CCOC(C)=O.O. The product is [OH:32][CH:4]([C:5]1[CH:10]=[CH:9][CH:8]=[CH:7][C:6]=1[C:11]1[CH:31]=[CH:30][C:14]2[NH:15][C:16]([CH2:18][O:19][C:20]3[CH:25]=[CH:24][C:23]([C:26]([F:28])([F:29])[F:27])=[CH:22][CH:21]=3)=[N:17][C:13]=2[CH:12]=1)[C:3]([OH:33])=[O:2]. The yield is 0.980. (3) The reactants are [N+:1]([C:4]1[CH:12]=[CH:11][C:7]([C:8]([NH2:10])=[O:9])=[CH:6][CH:5]=1)([O-:3])=[O:2].[Cl:13][C:14]1[CH:15]=[C:16]([CH:21]=[CH:22][CH:23]=1)[C:17](=O)[CH2:18]Br. The catalyst is CN1C(=O)CCC1.C1(C)C=CC=CC=1. The product is [Cl:13][C:14]1[CH:15]=[C:16]([C:17]2[N:10]=[C:8]([C:7]3[CH:6]=[CH:5][C:4]([N+:1]([O-:3])=[O:2])=[CH:12][CH:11]=3)[O:9][CH:18]=2)[CH:21]=[CH:22][CH:23]=1. The yield is 0.430. (4) The product is [F:24][C:21]1[CH:22]=[CH:23][C:18](/[CH:17]=[CH:16]/[CH2:15][O:1][C:2]2[CH:7]=[C:6]([CH3:8])[C:5]([NH:9][CH:10]=[O:11])=[C:4]([CH3:12])[C:3]=2[CH3:13])=[CH:19][CH:20]=1. The catalyst is C(OCC)(=O)C.CCCCCC. The reactants are [OH:1][C:2]1[CH:7]=[C:6]([CH3:8])[C:5]([NH:9][CH:10]=[O:11])=[C:4]([CH3:12])[C:3]=1[CH3:13].Br[CH2:15]/[CH:16]=[CH:17]/[C:18]1[CH:23]=[CH:22][C:21]([F:24])=[CH:20][CH:19]=1. The yield is 0.520. (5) The reactants are [CH2:1]([N:8]1[C:13](=[O:14])[C:12](Cl)=[C:11]([C:16]2[CH:21]=[CH:20][C:19]([S:22]([CH3:25])(=[O:24])=[O:23])=[CH:18][CH:17]=2)[CH:10]=[N:9]1)[C:2]1[CH:7]=[CH:6][CH:5]=[CH:4][CH:3]=1.[Cl:26][C:27]1[CH:32]=[CH:31][C:30]([OH:33])=[CH:29][CH:28]=1.[H-].[Na+]. The catalyst is C1COCC1. The product is [CH2:1]([N:8]1[C:13](=[O:14])[C:12]([O:33][C:30]2[CH:31]=[CH:32][C:27]([Cl:26])=[CH:28][CH:29]=2)=[C:11]([C:16]2[CH:21]=[CH:20][C:19]([S:22]([CH3:25])(=[O:24])=[O:23])=[CH:18][CH:17]=2)[CH:10]=[N:9]1)[C:2]1[CH:7]=[CH:6][CH:5]=[CH:4][CH:3]=1. The yield is 0.820. (6) The reactants are [F:1][C:2]1[C:10]([NH:11][S:12]([CH2:15][CH2:16][CH3:17])(=[O:14])=[O:13])=[CH:9][CH:8]=[C:7]([F:18])[C:3]=1C(O)=O.C([N:21](CC)CC)C.C1C=CC(OP(OC2C=CC=CC=2)(N=[N+]=[N-])=O)=CC=1.O. The catalyst is C1COCC1.CCOC(C)=O. The product is [NH2:21][C:3]1[C:2]([F:1])=[C:10]([NH:11][S:12]([CH2:15][CH2:16][CH3:17])(=[O:14])=[O:13])[CH:9]=[CH:8][C:7]=1[F:18]. The yield is 0.550. (7) The reactants are [C:1]1([OH:7])[CH:6]=[CH:5][CH:4]=[CH:3][CH:2]=1.C1OCCOCCOCCOCCOCCOC1.C(=O)([O-])[O-].[K+].[K+].Br[CH2:33][CH2:34][CH2:35][CH2:36][CH2:37][CH2:38][C:39]([O:41][CH2:42][CH3:43])=[O:40]. The catalyst is CC(C)=O. The product is [CH2:42]([O:41][C:39](=[O:40])[CH2:38][CH2:37][CH2:36][CH2:35][CH2:34][CH2:33][O:7][C:1]1[CH:6]=[CH:5][CH:4]=[CH:3][CH:2]=1)[CH3:43]. The yield is 0.920. (8) The reactants are [CH2:1]([NH:5][C:6]1[CH:7]=[CH:8][C:9]2[N:10]([C:12]([C:15]3[CH:29]=[CH:28][C:18]([CH2:19][NH:20]C(=O)OC(C)(C)C)=[C:17]([F:30])[CH:16]=3)=[CH:13][N:14]=2)[N:11]=1)[CH2:2][CH2:3][CH3:4].C([Cl:34])(=O)C. No catalyst specified. The product is [ClH:34].[NH2:20][CH2:19][C:18]1[CH:28]=[CH:29][C:15]([C:12]2[N:10]3[N:11]=[C:6]([NH:5][CH2:1][CH2:2][CH2:3][CH3:4])[CH:7]=[CH:8][C:9]3=[N:14][CH:13]=2)=[CH:16][C:17]=1[F:30]. The yield is 0.880. (9) The reactants are Cl[CH2:2][C:3]1[C:4]([S:9][CH:10]2[CH2:13][CH2:12][CH2:11]2)=[N:5][CH:6]=[CH:7][CH:8]=1.C([O:16][C:17](=[O:30])[CH:18]([CH3:29])[CH2:19][C:20]1[CH:25]=[C:24]([F:26])[C:23]([OH:27])=[C:22]([F:28])[CH:21]=1)C. No catalyst specified. The product is [CH:10]1([S:9][C:4]2[C:3]([CH2:2][O:27][C:23]3[C:22]([F:28])=[CH:21][C:20]([CH2:19][CH:18]([CH3:29])[C:17]([OH:30])=[O:16])=[CH:25][C:24]=3[F:26])=[CH:8][CH:7]=[CH:6][N:5]=2)[CH2:13][CH2:12][CH2:11]1. The yield is 0.310.